Dataset: Reaction yield outcomes from USPTO patents with 853,638 reactions. Task: Predict the reaction yield, written as a fraction of the theoretical maximum amount of product (1.0 means a 100% yield; for example, 0.34 means a 34% yield). (1) The reactants are [Cl:1][C:2]1[N:7]([CH2:8][C:9]2[CH:16]=[CH:15][CH:14]=[CH:13][C:10]=2[C:11]#[N:12])[C:6](=[O:17])[NH:5][C:4](=[O:18])[CH:3]=1.[H-].[Na+].[Li+].[Br-].I[CH3:24]. The catalyst is CN(C=O)C.C1COCC1.C(Cl)(Cl)Cl. The product is [Cl:1][C:2]1[N:7]([CH2:8][C:9]2[CH:16]=[CH:15][CH:14]=[CH:13][C:10]=2[C:11]#[N:12])[C:6](=[O:17])[N:5]([CH3:24])[C:4](=[O:18])[CH:3]=1. The yield is 0.720. (2) The reactants are [Cl:1][C:2]1[C:3]2[C:10](I)=[CH:9][N:8]([CH3:12])[C:4]=2[N:5]=[CH:6][N:7]=1.B(O)(O)[C:14]1[CH:23]=[CH:22][C:21]2[C:16](=[CH:17][CH:18]=[CH:19][CH:20]=2)[CH:15]=1.C([O-])([O-])=O.[Na+].[Na+]. The catalyst is C1COCC1.C1C=CC(P(C2C=CC=CC=2)[C-]2C=CC=C2)=CC=1.C1C=CC(P(C2C=CC=CC=2)[C-]2C=CC=C2)=CC=1.Cl[Pd]Cl.[Fe+2]. The product is [Cl:1][C:2]1[C:3]2[C:10]([C:14]3[CH:23]=[CH:22][C:21]4[C:16](=[CH:17][CH:18]=[CH:19][CH:20]=4)[CH:15]=3)=[CH:9][N:8]([CH3:12])[C:4]=2[N:5]=[CH:6][N:7]=1. The yield is 0.260. (3) The yield is 0.310. The reactants are C[O:2][C:3](=O)[CH2:4][C:5]1[C:6](=[O:18])[N:7]([C:12]2[CH:17]=[CH:16][CH:15]=[CH:14][CH:13]=2)[N:8]([CH3:11])[C:9]=1[CH3:10].[BH4-].[Na+]. The product is [OH:2][CH2:3][CH2:4][C:5]1[C:6](=[O:18])[N:7]([C:12]2[CH:17]=[CH:16][CH:15]=[CH:14][CH:13]=2)[N:8]([CH3:11])[C:9]=1[CH3:10]. The catalyst is C(O)C.C(OCC)(=O)C.